Dataset: HIV replication inhibition screening data with 41,000+ compounds from the AIDS Antiviral Screen. Task: Binary Classification. Given a drug SMILES string, predict its activity (active/inactive) in a high-throughput screening assay against a specified biological target. (1) The molecule is FC(F)(F)c1nc2c(ccc3[nH]c4c(-c5ccccc5)nccc4c32)[nH]1. The result is 0 (inactive). (2) The compound is CC1=C(C(=O)NC(Cc2ccccc2)C(=O)O)N2C(=O)C(NC(=O)C(N)CC(C)C)C2SC1. The result is 1 (active). (3) The drug is C[N+]1(C)CC(=Cc2ccc(F)cc2)C(=O)C(=Cc2ccc(F)cc2)C1.[I-]. The result is 0 (inactive).